From a dataset of Forward reaction prediction with 1.9M reactions from USPTO patents (1976-2016). Predict the product of the given reaction. (1) Given the reactants [Cl:1][C:2]1[N:11]=[C:10](Cl)[C:9]2[C:4](=[CH:5][CH:6]=[CH:7][CH:8]=2)[N:3]=1.[CH:13]1([NH2:16])[CH2:15][CH2:14]1.[CH3:17][C:18]1[CH:22]=[C:21]([CH3:23])[NH:20][N:19]=1, predict the reaction product. The product is: [ClH:1].[CH:13]1([NH:16][C:10]2[C:9]3[C:4](=[CH:5][CH:6]=[CH:7][CH:8]=3)[N:3]=[C:2]([N:19]3[C:18]([CH3:17])=[CH:22][C:21]([CH3:23])=[N:20]3)[N:11]=2)[CH2:15][CH2:14]1. (2) The product is: [Cl:37][C:38]1[CH:45]=[CH:44][C:41]([CH2:42][N:2]([CH3:1])[C:3]2[CH:7]=[CH:6][S:5][C:4]=2[C:8]([NH:10][C@H:11]([C:13]2[CH:22]=[CH:21][C:16]([C:17]([O:19][CH3:20])=[O:18])=[CH:15][CH:14]=2)[CH3:12])=[O:9])=[CH:40][CH:39]=1. Given the reactants [CH3:1][NH:2][C:3]1[CH:7]=[CH:6][S:5][C:4]=1[C:8]([NH:10][C@H:11]([C:13]1[CH:22]=[CH:21][C:16]([C:17]([O:19][CH3:20])=[O:18])=[CH:15][CH:14]=1)[CH3:12])=[O:9].CN1CCN(C)C1=O.C(=O)([O-])[O-].[K+].[K+].[Cl:37][C:38]1[CH:45]=[CH:44][C:41]([CH2:42]Br)=[CH:40][CH:39]=1.C(O)(=O)CC(CC(O)=O)(C(O)=O)O, predict the reaction product. (3) Given the reactants [NH:1]1[C:9]2[C:4](=[CH:5][CH:6]=[CH:7][CH:8]=2)[C:3]([C:10]([O-:12])=[O:11])=[N:2]1.Cl[CH2:14][C:15]1[CH:20]=[CH:19][C:18]([S:21]([CH3:24])(=[O:23])=[O:22])=[CH:17][CH:16]=1.[C:25](=O)([O-])[O-].[K+].[K+], predict the reaction product. The product is: [CH3:24][S:21]([C:18]1[CH:19]=[CH:20][C:15]([CH2:14][N:1]2[C:9]3[C:4](=[CH:5][CH:6]=[CH:7][CH:8]=3)[C:3]([C:10]([O:12][CH3:25])=[O:11])=[N:2]2)=[CH:16][CH:17]=1)(=[O:23])=[O:22].